Dataset: Forward reaction prediction with 1.9M reactions from USPTO patents (1976-2016). Task: Predict the product of the given reaction. (1) Given the reactants [NH2:1][C:2]1[CH:3]=[C:4]([CH3:31])[C:5]([C:8]2[CH:30]=[CH:29][C:11]([C:12]([NH:14][C:15]3[CH:20]=[CH:19][CH:18]=[CH:17][C:16]=3[NH:21]C(=O)OC(C)(C)C)=[O:13])=[CH:10][CH:9]=2)=[N:6][CH:7]=1.FC(F)(F)C(O)=O, predict the reaction product. The product is: [NH2:1][C:2]1[CH:3]=[C:4]([CH3:31])[C:5]([C:8]2[CH:30]=[CH:29][C:11]([C:12]([NH:14][C:15]3[CH:20]=[CH:19][CH:18]=[CH:17][C:16]=3[NH2:21])=[O:13])=[CH:10][CH:9]=2)=[N:6][CH:7]=1. (2) Given the reactants [H-].[Na+].[Br:3][C:4]1[CH:5]=[C:6]2[C:11](=[CH:12][CH:13]=1)[N:10]=[C:9]([NH:14][CH3:15])[CH:8]=[N:7]2.Br[CH2:17][C:18]1[CH:23]=[CH:22][C:21]([F:24])=[C:20]([C:25]([F:28])([F:27])[F:26])[CH:19]=1.O, predict the reaction product. The product is: [Br:3][C:4]1[CH:5]=[C:6]2[C:11](=[CH:12][CH:13]=1)[N:10]=[C:9]([N:14]([CH2:17][C:18]1[CH:23]=[CH:22][C:21]([F:24])=[C:20]([C:25]([F:28])([F:26])[F:27])[CH:19]=1)[CH3:15])[CH:8]=[N:7]2. (3) Given the reactants [CH3:1][C:2]1[CH:7]=[CH:6][C:5]([CH3:8])=[CH:4][N+:3]=1[O-].C(O)C.[C:13]([O:16]C(=O)C)(=[O:15])[CH3:14], predict the reaction product. The product is: [CH3:8][C:5]1[CH:6]=[CH:7][C:2]([CH2:1][O:16][C:13](=[O:15])[CH3:14])=[N:3][CH:4]=1. (4) Given the reactants [CH2:1]([OH:23])[C@H:2]1[O:7][C@H:6]([O:8][C@H:9]2[O:14][C@H:13]([CH2:15][OH:16])[C@@H:12]([OH:17])[C@H:11]([OH:18])[C@H:10]2[OH:19])[C@H:5]([OH:20])[C@@H:4]([OH:21])[C@@H:3]1[OH:22].O.O, predict the reaction product. The product is: [CH2:15]([OH:16])[C@H:13]1[O:14][C@H:9]([O:8][C@H:6]2[O:7][C@H:2]([CH2:1][OH:23])[C@@H:3]([OH:22])[C@H:4]([OH:21])[C@H:5]2[OH:20])[C@H:10]([OH:19])[C@@H:11]([OH:18])[C@@H:12]1[OH:17]. (5) Given the reactants Br[C:2]1[C:3]([O:12][CH2:13][C:14]([F:17])([F:16])[F:15])=[N:4][CH:5]=[C:6]([CH:11]=1)[C:7]([O:9][CH3:10])=[O:8].[CH:18]1(B(O)O)[CH2:20][CH2:19]1.C1(P(C2CCCCC2)C2CCCCC2)CCCCC1.P([O-])([O-])([O-])=O.[K+].[K+].[K+], predict the reaction product. The product is: [CH:18]1([C:2]2[C:3]([O:12][CH2:13][C:14]([F:17])([F:16])[F:15])=[N:4][CH:5]=[C:6]([CH:11]=2)[C:7]([O:9][CH3:10])=[O:8])[CH2:20][CH2:19]1.